From a dataset of M1 muscarinic receptor antagonist screen with 61,756 compounds. Binary Classification. Given a drug SMILES string, predict its activity (active/inactive) in a high-throughput screening assay against a specified biological target. (1) The drug is Clc1ccc(N2CCN(CC2)C(=O)CCn2c(=O)c3c([nH]c2=O)cccc3)cc1. The result is 0 (inactive). (2) The drug is O(C(=O)CN1CCN(C2c3c(c4c2cccc4)cccc3)CC1)C(C)C. The result is 0 (inactive).